Dataset: HIV replication inhibition screening data with 41,000+ compounds from the AIDS Antiviral Screen. Task: Binary Classification. Given a drug SMILES string, predict its activity (active/inactive) in a high-throughput screening assay against a specified biological target. The molecule is Cl.Nc1nccc2c1ncn2C1C=C(CO)C(O)C1O. The result is 0 (inactive).